Regression. Given two drug SMILES strings and cell line genomic features, predict the synergy score measuring deviation from expected non-interaction effect. From a dataset of NCI-60 drug combinations with 297,098 pairs across 59 cell lines. Drug 1: CC1CCC2CC(C(=CC=CC=CC(CC(C(=O)C(C(C(=CC(C(=O)CC(OC(=O)C3CCCCN3C(=O)C(=O)C1(O2)O)C(C)CC4CCC(C(C4)OC)O)C)C)O)OC)C)C)C)OC. Drug 2: C1=NC(=NC(=O)N1C2C(C(C(O2)CO)O)O)N. Cell line: DU-145. Synergy scores: CSS=20.6, Synergy_ZIP=1.98, Synergy_Bliss=9.08, Synergy_Loewe=1.40, Synergy_HSA=5.53.